From a dataset of Forward reaction prediction with 1.9M reactions from USPTO patents (1976-2016). Predict the product of the given reaction. (1) Given the reactants [Cl:1][C:2]1[CH:25]=[CH:24][C:5]([CH2:6][NH:7][C:8]2[C:17]3[C:12](=[C:13]([C:21](O)=[O:22])[CH:14]=[C:15]([N+:18]([O-:20])=[O:19])[CH:16]=3)[N:11]=[CH:10][N:9]=2)=[CH:4][C:3]=1[C:26]([F:29])([F:28])[F:27].C1N=C[N:32](C(N2C=NC=C2)=O)C=1.[NH4+].[Cl-].O, predict the reaction product. The product is: [Cl:1][C:2]1[CH:25]=[CH:24][C:5]([CH2:6][NH:7][C:8]2[C:17]3[C:12](=[C:13]([C:21]([NH2:32])=[O:22])[CH:14]=[C:15]([N+:18]([O-:20])=[O:19])[CH:16]=3)[N:11]=[CH:10][N:9]=2)=[CH:4][C:3]=1[C:26]([F:27])([F:28])[F:29]. (2) Given the reactants C[O:2][C:3]([C@H:5]1[CH2:10][CH2:9][C@H:8]([CH2:11][N:12]2[C:21](=[O:22])[C:20]3[C:15](=[CH:16][CH:17]=[CH:18][CH:19]=3)[NH:14][C:13]2=[O:23])[CH2:7][CH2:6]1)=[O:4].[H-].[Na+].[CH3:26]I.O, predict the reaction product. The product is: [CH3:26][N:14]1[C:15]2[C:20](=[CH:19][CH:18]=[CH:17][CH:16]=2)[C:21](=[O:22])[N:12]([CH2:11][C@H:8]2[CH2:7][CH2:6][C@H:5]([C:3]([OH:2])=[O:4])[CH2:10][CH2:9]2)[C:13]1=[O:23]. (3) Given the reactants [Cl:1][C:2]1[CH:7]=[CH:6][C:5]([C:8](=[NH:20])[NH:9][C:10]2[CH:15]=[CH:14][C:13]([S:16]([CH3:19])(=[O:18])=[O:17])=[CH:12][CH:11]=2)=[CH:4][CH:3]=1.C(=O)(O)[O-].[Na+].Br[CH2:27][C:28](=[O:34])[C:29]([O:31][CH2:32][CH3:33])=[O:30], predict the reaction product. The product is: [Cl:1][C:2]1[CH:3]=[CH:4][C:5]([C:8]2[N:9]([C:10]3[CH:15]=[CH:14][C:13]([S:16]([CH3:19])(=[O:17])=[O:18])=[CH:12][CH:11]=3)[CH2:27][C:28]([C:29]([O:31][CH2:32][CH3:33])=[O:30])([OH:34])[N:20]=2)=[CH:6][CH:7]=1. (4) Given the reactants [CH:1]1([C:6]2[CH:7]=[C:8]([CH:12]=[CH:13][C:14]=2[O:15][CH3:16])[C:9]([OH:11])=O)[CH2:5][CH2:4][CH2:3][CH2:2]1.C(Cl)(=O)C(Cl)=O.[Sn](Cl)(Cl)(Cl)Cl.[Br:28][C:29]1[CH:42]=[CH:41][CH:40]=[CH:39][C:30]=1[CH2:31][C:32]1[O:33][C:34]([CH3:38])=[C:35]([CH3:37])[CH:36]=1, predict the reaction product. The product is: [Br:28][C:29]1[CH:42]=[CH:41][CH:40]=[CH:39][C:30]=1[CH2:31][C:32]1[O:33][C:34]([CH3:38])=[C:35]([CH3:37])[C:36]=1[C:9]([C:8]1[CH:12]=[CH:13][C:14]([O:15][CH3:16])=[C:6]([CH:1]2[CH2:2][CH2:3][CH2:4][CH2:5]2)[CH:7]=1)=[O:11]. (5) Given the reactants [CH3:1][C:2]1[CH:6]=[C:5]([N:7]2[C:15](=[O:16])[C:14]3[C:9](=[CH:10][CH:11]=[CH:12][CH:13]=3)[C:8]2=[O:17])[S:4][N:3]=1.[Br:18]N1C(=O)CCC1=O.N(C(C)(C)C#N)=NC(C)(C)C#N.N(C1(C#N)CCCCC1)=NC1(C#N)CCCCC1, predict the reaction product. The product is: [Br:18][CH2:1][C:2]1[CH:6]=[C:5]([N:7]2[C:8](=[O:17])[C:9]3[C:14](=[CH:13][CH:12]=[CH:11][CH:10]=3)[C:15]2=[O:16])[S:4][N:3]=1. (6) Given the reactants FC(F)(F)C([NH:5][C@H:6]1[C:15]2[C:10](=[CH:11][C:12]([CH2:19][N:20]3[CH2:25][CH2:24][CH2:23][CH2:22][CH2:21]3)=[C:13]([N+:16]([O-:18])=[O:17])[CH:14]=2)[CH2:9][CH2:8][CH2:7]1)=O.[OH-].[Na+], predict the reaction product. The product is: [N+:16]([C:13]1[CH:14]=[C:15]2[C:10]([CH2:9][CH2:8][CH2:7][C@H:6]2[NH2:5])=[CH:11][C:12]=1[CH2:19][N:20]1[CH2:25][CH2:24][CH2:23][CH2:22][CH2:21]1)([O-:18])=[O:17].